This data is from Reaction yield outcomes from USPTO patents with 853,638 reactions. The task is: Predict the reaction yield, written as a fraction of the theoretical maximum amount of product (1.0 means a 100% yield; for example, 0.34 means a 34% yield). (1) The reactants are [F:1]C1C=C(N)C=CC=1OC1C=CN=C2C=C(C3N(C)C=CN=3)SC=12.[F:25][C:26]1[CH:27]=[C:28]([NH:48][C:49](=[O:62])[CH2:50][C:51]([NH:53][C:54]2[CH:59]=[CH:58][CH:57]=[CH:56][C:55]=2[O:60]C)=[O:52])[CH:29]=[CH:30][C:31]=1[O:32][C:33]1[CH:38]=[CH:37][N:36]=[C:35]2[CH:39]=[C:40]([C:42]3[N:43]([CH3:47])[CH:44]=[CH:45][N:46]=3)[S:41][C:34]=12.COC1C=CC=CC=1NC(=O)CC(O)=O.FC1C=CC=CC=1NC(=O)CC(O)=O. No catalyst specified. The product is [F:25][C:26]1[CH:27]=[C:28]([NH:48][C:49](=[O:62])[CH2:50][C:51]([NH:53][C:54]2[CH:59]=[CH:58][CH:57]=[CH:56][C:55]=2[O:60][F:1])=[O:52])[CH:29]=[CH:30][C:31]=1[O:32][C:33]1[CH:38]=[CH:37][N:36]=[C:35]2[CH:39]=[C:40]([C:42]3[N:43]([CH3:47])[CH:44]=[CH:45][N:46]=3)[S:41][C:34]=12. The yield is 0.0500. (2) The reactants are Cl.[NH2:2][C:3]1[CH:4]=[C:5]2[C:9](=[CH:10][CH:11]=1)[N:8]([CH3:12])[CH:7]=[C:6]2[CH:13]1[CH2:18][CH2:17][N:16]([C:19]([CH:21]2[CH2:25][CH2:24][CH2:23][CH2:22]2)=[O:20])[CH2:15][CH2:14]1.[O:26]=[C:27]1[N:31]([S:32](Cl)(=[O:34])=[O:33])[CH2:30][CH2:29][O:28]1.N1C=CC=CC=1. The catalyst is CC#N. The product is [CH:21]1([C:19]([N:16]2[CH2:15][CH2:14][CH:13]([C:6]3[C:5]4[C:9](=[CH:10][CH:11]=[C:3]([NH:2][S:32]([N:31]5[CH2:30][CH2:29][O:28][C:27]5=[O:26])(=[O:34])=[O:33])[CH:4]=4)[N:8]([CH3:12])[CH:7]=3)[CH2:18][CH2:17]2)=[O:20])[CH2:25][CH2:24][CH2:23][CH2:22]1. The yield is 0.130. (3) The reactants are [C:1]([O:5][C:6]([N:8]1[CH2:11][CH2:10][C@H:9]1[CH2:12][O:13][C:14]1[CH:15]=[N:16][CH:17]=[C:18]([Sn](C)(C)C)[CH:19]=1)=[O:7])([CH3:4])([CH3:3])[CH3:2].I[C:25]1[CH:26]=[C:27]([CH2:31][CH2:32][CH2:33][OH:34])[CH:28]=[CH:29][CH:30]=1.CN(C=O)C.[F-].[Cs+]. The catalyst is [Cu]I.C1C=CC([P]([Pd]([P](C2C=CC=CC=2)(C2C=CC=CC=2)C2C=CC=CC=2)([P](C2C=CC=CC=2)(C2C=CC=CC=2)C2C=CC=CC=2)[P](C2C=CC=CC=2)(C2C=CC=CC=2)C2C=CC=CC=2)(C2C=CC=CC=2)C2C=CC=CC=2)=CC=1.CCOC(C)=O. The product is [C:1]([O:5][C:6]([N:8]1[CH2:11][CH2:10][C@H:9]1[CH2:12][O:13][C:14]1[CH:19]=[C:18]([C:25]2[CH:26]=[C:27]([CH2:31][CH2:32][CH2:33][OH:34])[CH:28]=[CH:29][CH:30]=2)[CH:17]=[N:16][CH:15]=1)=[O:7])([CH3:4])([CH3:3])[CH3:2]. The yield is 0.830. (4) The reactants are [CH:1]([CH:4]1[NH:9][CH2:8][CH2:7][N:6]2[C:10]3[CH:16]=[C:15]([S:17]([CH3:20])(=[O:19])=[O:18])[CH:14]=[CH:13][C:11]=3[N:12]=[C:5]12)([CH3:3])[CH3:2].Cl[C:22]1[N:27]=[C:26]([C:28]([F:31])([F:30])[F:29])[CH:25]=[CH:24][N:23]=1.CCN(C(C)C)C(C)C.O. The catalyst is CS(C)=O. The product is [CH:1]([CH:4]1[N:9]([C:22]2[N:27]=[C:26]([C:28]([F:31])([F:30])[F:29])[CH:25]=[CH:24][N:23]=2)[CH2:8][CH2:7][N:6]2[C:10]3[CH:16]=[C:15]([S:17]([CH3:20])(=[O:18])=[O:19])[CH:14]=[CH:13][C:11]=3[N:12]=[C:5]12)([CH3:3])[CH3:2]. The yield is 0.230. (5) The reactants are [CH3:1][O:2][C:3](=[O:14])[CH:4]=[CH:5][C:6]1[CH:11]=[CH:10][C:9]([CH:12]=O)=[CH:8][CH:7]=1.[CH2:15]([NH2:23])[CH2:16][C:17]1[CH:22]=[CH:21][CH:20]=[CH:19][CH:18]=1.[BH-](OC(C)=O)(OC(C)=O)OC(C)=O.[Na+].C(O)(=O)C.C([O-])(O)=O.[Na+]. The catalyst is C(Cl)Cl. The product is [CH3:1][O:2][C:3](=[O:14])[CH:4]=[CH:5][C:6]1[CH:11]=[CH:10][C:9]([CH2:12][NH:23][CH2:15][CH2:16][C:17]2[CH:22]=[CH:21][CH:20]=[CH:19][CH:18]=2)=[CH:8][CH:7]=1. The yield is 0.860. (6) The reactants are CN([CH:4]=[O:5])C.[Br:6][C:7]1[C:8]([Cl:16])=[C:9]([CH:13]=[CH:14][CH:15]=1)[C:10](O)=[O:11].CI.C(=O)([O-])[O-].[K+].[K+]. The catalyst is C(OCC)(=O)C.O. The product is [Br:6][C:7]1[C:8]([Cl:16])=[C:9]([CH:13]=[CH:14][CH:15]=1)[C:10]([O:5][CH3:4])=[O:11]. The yield is 0.790. (7) The reactants are C(N(CC)CCNC(C1C=CC2[C:11](=[CH:12][CH:13]=[C:14]([Sn:19](CCCC)([CH2:24][CH2:25][CH2:26][CH3:27])[CH2:20][CH2:21][CH2:22][CH3:23])C=2)N=1)=O)C.[CH2:34]([N:36]([CH2:71][CH3:72])[CH2:37][CH2:38][NH:39][C:40]([C:42]1[C:55]2[C:46](=[C:47]([NH:57][C:58]3[CH:63]=[CH:62][C:61]([NH:64][S:65]([CH3:68])(=[O:67])=[O:66])=[CH:60][C:59]=3[O:69][CH3:70])[C:48]3[C:53]([N:54]=2)=[CH:52][CH:51]=[C:50](I)[CH:49]=3)[CH:45]=[CH:44][CH:43]=1)=[O:41])[CH3:35].Cl.Cl.C(N(CC)CCNC(C1C2C(=C(NC3C=CC(NS(C)(=O)=O)=CC=3OC)C3C(N=2)=CC=C(I)C=3)C=CC=1)=O)C.C(=O)([O-])[O-].[Na+].[Na+]. No catalyst specified. The product is [CH2:34]([N:36]([CH2:71][CH3:72])[CH2:37][CH2:38][NH:39][C:40]([C:42]1[C:55]2[C:46](=[C:47]([NH:57][C:58]3[CH:63]=[CH:62][C:61]([NH:64][S:65]([CH3:68])(=[O:67])=[O:66])=[CH:60][C:59]=3[O:69][CH3:70])[C:48]3[C:53]([N:54]=2)=[CH:52][CH:51]=[C:50]([Sn:19]([CH2:20][CH2:21][CH2:22][CH3:23])([CH2:24][CH2:25][CH2:26][CH3:27])[CH2:14][CH2:13][CH2:12][CH3:11])[CH:49]=3)[CH:45]=[CH:44][CH:43]=1)=[O:41])[CH3:35]. The yield is 0.340. (8) The reactants are I[C:2]1[C:10]2[C:5](=[N:6][CH:7]=[N:8][C:9]=2[NH2:11])[NH:4][N:3]=1.[F:12][C:13]1[CH:14]=[C:15](B(O)O)[CH:16]=[CH:17][CH:18]=1.C(=O)([O-])[O-].[Na+].[Na+].Cl. The catalyst is CN(C=O)C.C(O)C.O.ClCCl. The product is [F:12][C:13]1[CH:18]=[C:17]([C:2]2[C:10]3[C:5](=[N:6][CH:7]=[N:8][C:9]=3[NH2:11])[NH:4][N:3]=2)[CH:16]=[CH:15][CH:14]=1. The yield is 0.180.